Dataset: Reaction yield outcomes from USPTO patents with 853,638 reactions. Task: Predict the reaction yield, written as a fraction of the theoretical maximum amount of product (1.0 means a 100% yield; for example, 0.34 means a 34% yield). The reactants are Cl.[Cl:2][C:3]1[CH:4]=[C:5]2[C:10](=[CH:11][CH:12]=1)[O:9][CH2:8][CH2:7][CH:6]2[NH2:13].F[C:15]1[CH:20]=[C:19]([F:21])[CH:18]=[CH:17][C:16]=1[S:22]([CH3:25])(=[O:24])=[O:23].C(N(C(C)C)CC)(C)C.O. The catalyst is CN(C)C=O. The product is [Cl:2][C:3]1[CH:4]=[C:5]2[C:10](=[CH:11][CH:12]=1)[O:9][CH2:8][CH2:7][CH:6]2[NH:13][C:17]1[CH:18]=[C:19]([F:21])[CH:20]=[CH:15][C:16]=1[S:22]([CH3:25])(=[O:24])=[O:23]. The yield is 0.160.